This data is from Full USPTO retrosynthesis dataset with 1.9M reactions from patents (1976-2016). The task is: Predict the reactants needed to synthesize the given product. (1) Given the product [Cl:23][CH2:19][C:8]1[C:9]([C:12]2[CH:17]=[CH:16][CH:15]=[CH:14][C:13]=2[CH3:18])=[N:10][C:11]2[C:6]([CH:7]=1)=[CH:5][CH:4]=[CH:3][C:2]=2[CH3:1], predict the reactants needed to synthesize it. The reactants are: [CH3:1][C:2]1[CH:3]=[CH:4][CH:5]=[C:6]2[C:11]=1[N:10]=[C:9]([C:12]1[CH:17]=[CH:16][CH:15]=[CH:14][C:13]=1[CH3:18])[C:8]([CH2:19]O)=[CH:7]2.O=S(Cl)[Cl:23]. (2) Given the product [F:3][C:4]1[CH:5]=[CH:6][C:7]2[N:11]=[C:10]([C@@H:12]([NH:14][C:23]3[N:31]=[C:30]([NH:32][C:33](=[O:35])[CH3:34])[N:29]=[C:28]4[C:24]=3[N:25]=[CH:26][NH:27]4)[CH3:13])[N:9]([C:15]3[CH:16]=[CH:17][CH:18]=[CH:19][CH:20]=3)[C:8]=2[CH:21]=1, predict the reactants needed to synthesize it. The reactants are: Cl.Cl.[F:3][C:4]1[CH:5]=[CH:6][C:7]2[N:11]=[C:10]([C@@H:12]([NH2:14])[CH3:13])[N:9]([C:15]3[CH:20]=[CH:19][CH:18]=[CH:17][CH:16]=3)[C:8]=2[CH:21]=1.Cl[C:23]1[N:31]=[C:30]([NH:32][C:33](=[O:35])[CH3:34])[N:29]=[C:28]2[C:24]=1[N:25]=[CH:26][NH:27]2.CCN(C(C)C)C(C)C. (3) Given the product [ClH:4].[ClH:1].[ClH:4].[NH2:33][C:17]1[C:16]([C:39]2[N:40]=[CH:41][C:42]3[C:43]([F:46])=[CH:44][CH:45]=[C:36]([C:34]#[N:35])[C:37]=3[CH:38]=2)=[CH:21][C:20]([C:22]2[CH:23]=[N:24][N:25]([CH:27]3[CH2:32][CH2:31][NH:30][CH2:29][CH2:28]3)[CH:26]=2)=[CH:19][N:18]=1, predict the reactants needed to synthesize it. The reactants are: [ClH:1].Cl.Cl.[Cl:4]C1C=CC(Cl)=C2C=1C=C([C:16]1[C:17]([NH2:33])=[N:18][CH:19]=[C:20]([C:22]3[CH:23]=[N:24][N:25]([CH:27]4[CH2:32][CH2:31][NH:30][CH2:29][CH2:28]4)[CH:26]=3)[CH:21]=1)N=C2.[C:34]([C:36]1[CH:45]=[CH:44][C:43]([F:46])=[C:42]2[C:37]=1[CH:38]=[C:39](OS(C(F)(F)F)(=O)=O)[N:40]=[CH:41]2)#[N:35].